This data is from Reaction yield outcomes from USPTO patents with 853,638 reactions. The task is: Predict the reaction yield, written as a fraction of the theoretical maximum amount of product (1.0 means a 100% yield; for example, 0.34 means a 34% yield). (1) The reactants are [CH2:1]([OH:4])[CH2:2][OH:3].C(O/[CH:8]=[CH:9]/[C:10]([O:12][CH2:13][CH3:14])=[O:11])C. The catalyst is S(=O)(=O)(O)[O-].[Na+].O. The product is [O:3]1[CH2:2][CH2:1][O:4][CH:8]1[CH2:9][C:10]([O:12][CH2:13][CH3:14])=[O:11]. The yield is 0.280. (2) The reactants are [NH2:1][C:2]1[S:3][C:4]([CH3:7])=[CH:5][N:6]=1.[Br:8][CH2:9][C:10](Br)=[O:11]. The catalyst is ClCCl. The product is [Br:8][CH2:9][C:10]([NH:1][C:2]1[S:3][C:4]([CH3:7])=[CH:5][N:6]=1)=[O:11]. The yield is 0.780. (3) The reactants are [Cl:1][C:2]1[CH:3]=[CH:4][C:5]([N+:9]([O-:11])=[O:10])=[C:6]([CH:8]=1)[NH2:7].N1C=CC=CC=1.[Cl:18][C:19]1[CH:27]=[CH:26][C:25]([N+:28]([O-:30])=[O:29])=[CH:24][C:20]=1[C:21](Cl)=[O:22]. The catalyst is ClCCl. The product is [Cl:18][C:19]1[CH:27]=[CH:26][C:25]([N+:28]([O-:30])=[O:29])=[CH:24][C:20]=1[C:21]([NH:7][C:6]1[CH:8]=[C:2]([Cl:1])[CH:3]=[CH:4][C:5]=1[N+:9]([O-:11])=[O:10])=[O:22]. The yield is 0.860. (4) The reactants are S(Cl)(Cl)=O.[C:5]([C:7]1[CH:8]=[C:9]([CH:13]=[CH:14][C:15]=1[O:16][C:17]1[CH:22]=[CH:21][C:20]([F:23])=[CH:19][CH:18]=1)[C:10]([OH:12])=O)#[N:6].[NH2:24][C:25]1[C:30]([NH2:31])=[CH:29][N:28]=[CH:27]C=1.[N:32]1C=CC=CC=1. No catalyst specified. The product is [NH2:24][C:25]1[C:30]([NH:31][C:10](=[O:12])[C:9]2[CH:13]=[CH:14][C:15]([O:16][C:17]3[CH:22]=[CH:21][C:20]([F:23])=[CH:19][CH:18]=3)=[C:7]([C:5]#[N:6])[CH:8]=2)=[CH:29][N:28]=[CH:27][N:32]=1. The yield is 0.410. (5) The reactants are [CH3:1][N:2]1[C@@H:18]2[CH2:19][C:7]3[CH:8]=[CH:9][C:10]([O:22][CH3:23])=[C:11]4[O:12][C@H:13]5[C:14]([O:20][CH3:21])=[CH:15][CH:16]=[C:17]2[C@:5]5([C:6]=34)[CH2:4][CH2:3]1.C(CN)O.O. The catalyst is COCC(O)CO. The product is [CH3:1][N:2]1[C@@H:18]2[CH2:19][C:7]3[CH:8]=[CH:9][C:10]([O:22][CH3:23])=[C:11]4[O:12][C@H:13]5[C:14]([O:20][CH3:21])=[CH:15][CH2:16][C@@H:17]2[C@:5]5([C:6]=34)[CH2:4][CH2:3]1. The yield is 0.810. (6) The reactants are [C:1]1(=[O:8])[CH2:6][CH2:5][CH2:4][CH2:3][C:2]1=O.BrBr.[CH3:11][C:12]1[C:20]([C:21](=[S:23])[NH2:22])=[C:15]2[CH:16]=[CH:17][CH:18]=[CH:19][N:14]2[N:13]=1. The catalyst is C(O)(=O)C. The product is [CH3:11][C:12]1[C:20]([C:21]2[S:23][C:3]3[CH2:4][CH2:5][CH2:6][C:1](=[O:8])[C:2]=3[N:22]=2)=[C:15]2[CH:16]=[CH:17][CH:18]=[CH:19][N:14]2[N:13]=1. The yield is 0.350. (7) The reactants are Cl[C:2]1[C:7]([C:8]([O:10][CH2:11][CH3:12])=[S:9])=[CH:6][N:5]=[C:4]([CH3:13])[N:3]=1.[CH3:14][NH2:15]. No catalyst specified. The product is [CH3:14][NH:15][C:2]1[C:7]([C:8]([O:10][CH2:11][CH3:12])=[S:9])=[CH:6][N:5]=[C:4]([CH3:13])[N:3]=1. The yield is 0.880.